From a dataset of Retrosynthesis with 50K atom-mapped reactions and 10 reaction types from USPTO. Predict the reactants needed to synthesize the given product. (1) Given the product CCOC(=O)C(Oc1ccc(CNC(=O)C2SCCN2C(=O)C[C@@H](Cc2cc(F)c(F)cc2F)NC(=O)OC(C)(C)C)cc1)C(C)C, predict the reactants needed to synthesize it. The reactants are: CC(C)(C)OC(=O)N[C@@H](CC(=O)N1CCSC1C(=O)O)Cc1cc(F)c(F)cc1F.CCOC(=O)C(Oc1ccc(CN)cc1)C(C)C. (2) Given the product CCNc1cc(C(=O)OC)c(F)c(N2CCCC2=O)c1, predict the reactants needed to synthesize it. The reactants are: CCN(Cc1ccc(OC)cc1)c1cc(C(=O)OC)c(F)c(N2CCCC2=O)c1.